Predict the product of the given reaction. From a dataset of Forward reaction prediction with 1.9M reactions from USPTO patents (1976-2016). (1) Given the reactants [NH2:1][C:2]1[N:3]=[C:4]([C:19]2[CH:24]=[CH:23][CH:22]=[CH:21][CH:20]=2)[C:5]([C:9]2[CH:10]=[CH:11][C:12](=[O:18])[N:13]([CH:15]([CH3:17])[CH3:16])[N:14]=2)=[N:6][C:7]=1Br.[CH3:25][S-:26].[Na+].O, predict the reaction product. The product is: [NH2:1][C:2]1[N:3]=[C:4]([C:19]2[CH:24]=[CH:23][CH:22]=[CH:21][CH:20]=2)[C:5]([C:9]2[CH:10]=[CH:11][C:12](=[O:18])[N:13]([CH:15]([CH3:17])[CH3:16])[N:14]=2)=[N:6][C:7]=1[S:26][CH3:25]. (2) The product is: [CH3:28][C:20]1[N:21]=[C:22]([NH:24][C:25](=[O:27])[CH3:26])[S:23][C:19]=1[C:17]1[S:18][CH:14]=[CH:15][CH:16]=1. Given the reactants IC1SC(NC(=O)C)=NC=1C.C([C:14]1[S:18][C:17]([C:19]2[S:23][C:22]([NH:24][C:25](=[O:27])[CH3:26])=[N:21][C:20]=2[CH3:28])=[CH:16][CH:15]=1)=O.C([Sn](CCCC)(CCCC)C1SC=CC=1)CCC, predict the reaction product. (3) Given the reactants Br[CH2:2][CH2:3][CH2:4][CH2:5][CH2:6][Cl:7].[Mg].II.BrCBr.[Br-].[Li+].[F:16][C@H:17]1[CH2:34][C@@:32]2([CH3:33])[C@@H:28]([CH2:29][CH2:30][C:31]2=[O:35])[C@H:27]2[C@H:18]1[C@@H:19]1[C:24]([CH:25]=[CH:26]2)=[CH:23][C:22](=[O:36])[CH2:21][CH2:20]1, predict the reaction product. The product is: [Cl:7][CH2:6][CH2:5][CH2:4][CH2:3][CH2:2][C@@H:26]1[CH2:25][C:24]2[C@H:19]([CH2:20][CH2:21][C:22](=[O:36])[CH:23]=2)[C@@H:18]2[C@@H:27]1[C@H:28]1[C@@:32]([CH2:34][C@@H:17]2[F:16])([CH3:33])[C:31](=[O:35])[CH2:30][CH2:29]1. (4) Given the reactants [CH:1]([O:4][C:5]1[C:10](B(O)O)=[CH:9][CH:8]=[CH:7][N:6]=1)([CH3:3])[CH3:2].Br[C:15]1[CH:20]=[CH:19][C:18]([C:21]2[N:22]=[CH:23][C:24]([NH2:27])=[N:25][CH:26]=2)=[C:17]([F:28])[CH:16]=1, predict the reaction product. The product is: [F:28][C:17]1[CH:16]=[C:15]([C:10]2[C:5]([O:4][CH:1]([CH3:3])[CH3:2])=[N:6][CH:7]=[CH:8][CH:9]=2)[CH:20]=[CH:19][C:18]=1[C:21]1[N:22]=[CH:23][C:24]([NH2:27])=[N:25][CH:26]=1. (5) Given the reactants [CH3:1][NH:2][N:3]=[C:4]([CH3:9])[C:5](=[N:7][OH:8])[CH3:6].N1C=CC=CC=1, predict the reaction product. The product is: [CH3:1][N:2]1[N:3]=[C:4]([CH3:9])[C:5]([CH3:6])=[N+:7]1[O-:8]. (6) Given the reactants [CH2:1]([O:3][C:4](=[O:38])[C:5]([CH3:37])([O:7][C:8]1[CH:13]=[CH:12][C:11]([O:14][CH2:15][CH2:16][C:17]2[N:18]=[C:19]([C:23]3[CH:28]=[CH:27][CH:26]=[C:25]([O:29][C:30]4[CH:35]=[CH:34][CH:33]=[CH:32][C:31]=4C)[CH:24]=3)[O:20][C:21]=2[CH3:22])=[CH:10][CH:9]=1)[CH3:6])[CH3:2], predict the reaction product. The product is: [CH2:1]([O:3][C:4](=[O:38])[C:5]([CH3:37])([O:7][C:8]1[CH:9]=[CH:10][C:11]([O:14][CH2:15][CH2:16][C:17]2[N:18]=[C:19]([C:23]3[CH:28]=[CH:27][CH:26]=[C:25]([O:29][C:30]4[CH:31]=[CH:32][CH:33]=[CH:34][CH:35]=4)[CH:24]=3)[O:20][C:21]=2[CH3:22])=[CH:12][CH:13]=1)[CH3:6])[CH3:2]. (7) Given the reactants [C:1]([CH2:3][C:4]1[C:5]([C:10]#[N:11])=[N:6][CH:7]=[CH:8][CH:9]=1)#[N:2].[CH3:12][O-:13].[Na+], predict the reaction product. The product is: [CH3:12][O:13][C:1]1[CH:3]=[C:4]2[C:5](=[C:10]([NH2:11])[N:2]=1)[N:6]=[CH:7][CH:8]=[CH:9]2. (8) Given the reactants [N+:1]([C:4]1[CH:5]=[C:6]2[C:10](=[CH:11][CH:12]=1)[NH:9][N:8]=[CH:7]2)([O-:3])=[O:2].[O:13]1[CH:18]=[CH:17][CH2:16][CH2:15][CH2:14]1.C1(C)C=CC(S(O)(=O)=O)=CC=1, predict the reaction product. The product is: [N+:1]([C:4]1[CH:5]=[C:6]2[C:10](=[CH:11][CH:12]=1)[N:9]([CH:14]1[CH2:15][CH2:16][CH2:17][CH2:18][O:13]1)[N:8]=[CH:7]2)([O-:3])=[O:2].